Dataset: NCI-60 drug combinations with 297,098 pairs across 59 cell lines. Task: Regression. Given two drug SMILES strings and cell line genomic features, predict the synergy score measuring deviation from expected non-interaction effect. (1) Drug 1: C1CC(=O)NC(=O)C1N2CC3=C(C2=O)C=CC=C3N. Drug 2: C1=CC(=CC=C1CCCC(=O)O)N(CCCl)CCCl. Cell line: HCC-2998. Synergy scores: CSS=1.27, Synergy_ZIP=-5.86, Synergy_Bliss=-6.36, Synergy_Loewe=-10.9, Synergy_HSA=-6.68. (2) Drug 1: CC1=CC2C(CCC3(C2CCC3(C(=O)C)OC(=O)C)C)C4(C1=CC(=O)CC4)C. Drug 2: C1=CN(C(=O)N=C1N)C2C(C(C(O2)CO)O)O.Cl. Cell line: OVCAR-8. Synergy scores: CSS=36.9, Synergy_ZIP=-2.93, Synergy_Bliss=-7.74, Synergy_Loewe=-50.7, Synergy_HSA=-8.51. (3) Synergy scores: CSS=7.62, Synergy_ZIP=0.680, Synergy_Bliss=4.44, Synergy_Loewe=3.35, Synergy_HSA=3.92. Drug 1: CNC(=O)C1=CC=CC=C1SC2=CC3=C(C=C2)C(=NN3)C=CC4=CC=CC=N4. Cell line: T-47D. Drug 2: C1=CC(=CC=C1CCC2=CNC3=C2C(=O)NC(=N3)N)C(=O)NC(CCC(=O)O)C(=O)O. (4) Drug 1: CN(CCCl)CCCl.Cl. Drug 2: C(CN)CNCCSP(=O)(O)O. Cell line: TK-10. Synergy scores: CSS=24.1, Synergy_ZIP=-3.56, Synergy_Bliss=7.95, Synergy_Loewe=-6.80, Synergy_HSA=4.52. (5) Drug 1: CC12CCC(CC1=CCC3C2CCC4(C3CC=C4C5=CN=CC=C5)C)O. Drug 2: CC1=C(C(=O)C2=C(C1=O)N3CC4C(C3(C2COC(=O)N)OC)N4)N. Cell line: NCI-H226. Synergy scores: CSS=21.5, Synergy_ZIP=2.72, Synergy_Bliss=11.9, Synergy_Loewe=4.41, Synergy_HSA=10.7. (6) Drug 1: CC1=C(C=C(C=C1)NC(=O)C2=CC=C(C=C2)CN3CCN(CC3)C)NC4=NC=CC(=N4)C5=CN=CC=C5. Drug 2: C1CN(CCN1C(=O)CCBr)C(=O)CCBr. Cell line: UACC62. Synergy scores: CSS=14.5, Synergy_ZIP=-7.82, Synergy_Bliss=0.877, Synergy_Loewe=-7.10, Synergy_HSA=0.432. (7) Drug 1: C1=CC(=CC=C1CCCC(=O)O)N(CCCl)CCCl. Drug 2: C1CN1P(=S)(N2CC2)N3CC3. Cell line: SF-539. Synergy scores: CSS=32.5, Synergy_ZIP=-5.32, Synergy_Bliss=-3.68, Synergy_Loewe=-3.27, Synergy_HSA=-0.497. (8) Drug 1: C1=C(C(=O)NC(=O)N1)F. Drug 2: CC1=C(C=C(C=C1)C(=O)NC2=CC(=CC(=C2)C(F)(F)F)N3C=C(N=C3)C)NC4=NC=CC(=N4)C5=CN=CC=C5. Cell line: SK-OV-3. Synergy scores: CSS=33.7, Synergy_ZIP=9.81, Synergy_Bliss=8.88, Synergy_Loewe=8.40, Synergy_HSA=8.81. (9) Drug 1: CC1=CC2C(CCC3(C2CCC3(C(=O)C)OC(=O)C)C)C4(C1=CC(=O)CC4)C. Drug 2: CC1CCC2CC(C(=CC=CC=CC(CC(C(=O)C(C(C(=CC(C(=O)CC(OC(=O)C3CCCCN3C(=O)C(=O)C1(O2)O)C(C)CC4CCC(C(C4)OC)OCCO)C)C)O)OC)C)C)C)OC. Cell line: A498. Synergy scores: CSS=32.3, Synergy_ZIP=7.06, Synergy_Bliss=9.81, Synergy_Loewe=6.58, Synergy_HSA=11.8. (10) Drug 1: CCN(CC)CCNC(=O)C1=C(NC(=C1C)C=C2C3=C(C=CC(=C3)F)NC2=O)C. Drug 2: C1CC(=O)NC(=O)C1N2C(=O)C3=CC=CC=C3C2=O. Cell line: SF-268. Synergy scores: CSS=-0.987, Synergy_ZIP=-0.182, Synergy_Bliss=-2.45, Synergy_Loewe=0.126, Synergy_HSA=-3.38.